Dataset: Forward reaction prediction with 1.9M reactions from USPTO patents (1976-2016). Task: Predict the product of the given reaction. (1) Given the reactants [CH:1]1([C:5]2[C:13]([C:14]3[NH:18][CH:17]=[N:16][N:15]=3)=[CH:12][C:8]([C:9]([OH:11])=O)=[C:7]([CH3:19])[CH:6]=2)[CH2:4][CH2:3][CH2:2]1.Cl.[NH:21]1[CH2:26][CH2:25][CH:24]([C:27]2[CH:34]=[CH:33][C:30]([C:31]#[N:32])=[CH:29][CH:28]=2)[CH2:23][CH2:22]1.O.ON1C2C=CC=CC=2N=N1.Cl.C(N=C=NCCCN(C)C)C.CCN(C(C)C)C(C)C, predict the reaction product. The product is: [CH:1]1([C:5]2[C:13]([C:14]3[NH:18][CH:17]=[N:16][N:15]=3)=[CH:12][C:8]([C:9]([N:21]3[CH2:26][CH2:25][CH:24]([C:27]4[CH:34]=[CH:33][C:30]([C:31]#[N:32])=[CH:29][CH:28]=4)[CH2:23][CH2:22]3)=[O:11])=[C:7]([CH3:19])[CH:6]=2)[CH2:2][CH2:3][CH2:4]1. (2) The product is: [NH2:28][CH:10]([CH2:9][C:4]1[CH:3]=[C:2]([F:1])[CH:7]=[C:6]([F:8])[CH:5]=1)[CH:11]([OH:27])[CH2:12][NH:13][C:14]1([C:17]2[S:18][CH:19]=[C:20]([CH2:22][C:23]([CH3:25])([CH3:24])[CH3:26])[N:21]=2)[CH2:15][CH2:16]1. Given the reactants [F:1][C:2]1[CH:3]=[C:4]([CH2:9][CH:10]([NH:28]C(=O)OC(C)(C)C)[CH:11]([OH:27])[CH2:12][NH:13][C:14]2([C:17]3[S:18][CH:19]=[C:20]([CH2:22][C:23]([CH3:26])([CH3:25])[CH3:24])[N:21]=3)[CH2:16][CH2:15]2)[CH:5]=[C:6]([F:8])[CH:7]=1.Cl.O1CCOCC1, predict the reaction product. (3) Given the reactants [F:1][C:2]1[CH:10]=[C:9]2[C:5]([C:6]([C:18]3[CH:19]=[N:20][C:21]([S:24](=[O:27])(=[O:26])[NH2:25])=[CH:22][CH:23]=3)=[CH:7][N:8]2C(OC(C)(C)C)=O)=[CH:4][CH:3]=1.[ClH:28].CCOC(C)=O, predict the reaction product. The product is: [ClH:28].[F:1][C:2]1[CH:10]=[C:9]2[C:5]([C:6]([C:18]3[CH:23]=[CH:22][C:21]([S:24]([NH2:25])(=[O:27])=[O:26])=[N:20][CH:19]=3)=[CH:7][NH:8]2)=[CH:4][CH:3]=1. (4) Given the reactants [N:1]1[C:6]2[CH2:7][CH2:8][C:9]3[CH:19]=[CH:18][CH:17]=[CH:16][C:10]=3[N:11]([CH2:12][CH2:13][C:14]#[N:15])[C:5]=2[CH:4]=[CH:3][CH:2]=1.B.C1COCC1.Cl.[OH-].[Na+], predict the reaction product. The product is: [N:1]1[C:6]2[CH2:7][CH2:8][C:9]3[CH:19]=[CH:18][CH:17]=[CH:16][C:10]=3[N:11]([CH2:12][CH2:13][CH2:14][NH2:15])[C:5]=2[CH:4]=[CH:3][CH:2]=1. (5) Given the reactants [Cl:1][C:2]1[CH:19]=[CH:18][C:5]2[NH:6][C:7](=[O:17])[CH2:8][N:9]=[C:10]([C:11]3[CH:16]=[CH:15][CH:14]=[CH:13][CH:12]=3)[C:4]=2[CH:3]=1.Br[CH2:21][CH2:22][CH3:23], predict the reaction product. The product is: [Cl:1][C:2]1[CH:19]=[CH:18][C:5]2[N:6]([CH2:21][CH2:22][CH3:23])[C:7](=[O:17])[CH2:8][N:9]=[C:10]([C:11]3[CH:16]=[CH:15][CH:14]=[CH:13][CH:12]=3)[C:4]=2[CH:3]=1. (6) The product is: [C:1]([Si:5]([C:33]1[CH:38]=[CH:37][CH:36]=[CH:35][CH:34]=1)([C:27]1[CH:32]=[CH:31][CH:30]=[CH:29][CH:28]=1)[O:6][CH2:7][CH2:8][C:9]1[N:13]([CH2:14][CH2:15][CH3:16])[C:12](=[O:17])[N:11]([CH2:18][C:19]2[CH:24]=[CH:23][C:22]([CH3:25])=[CH:21][CH:20]=2)[CH:10]=1)([CH3:2])([CH3:3])[CH3:4]. Given the reactants [C:1]([Si:5]([C:33]1[CH:38]=[CH:37][CH:36]=[CH:35][CH:34]=1)([C:27]1[CH:32]=[CH:31][CH:30]=[CH:29][CH:28]=1)[O:6][CH2:7][CH2:8][CH:9]1[N:13]([CH2:14][CH2:15][CH3:16])[C:12](=[O:17])[N:11]([CH2:18][C:19]2[CH:24]=[CH:23][C:22]([CH3:25])=[CH:21][CH:20]=2)[C:10]1=O)([CH3:4])([CH3:3])[CH3:2].[BH4-].[Na+], predict the reaction product. (7) The product is: [CH:30]1([CH2:29][N:3]2[CH2:8][CH2:7][CH:6]([N:9]3[CH2:13][CH2:12][N:11]([CH2:14][CH2:15][CH2:16][N:17]4[CH2:22][CH2:21][CH2:20][CH2:19][CH2:18]4)[C:10]3=[C:23]([C:24]#[N:25])[C:26]#[N:27])[CH2:5][CH2:4]2)[CH2:32][CH2:31]1. Given the reactants Cl.Cl.[NH:3]1[CH2:8][CH2:7][CH:6]([N:9]2[CH2:13][CH2:12][N:11]([CH2:14][CH2:15][CH2:16][N:17]3[CH2:22][CH2:21][CH2:20][CH2:19][CH2:18]3)[C:10]2=[C:23]([C:26]#[N:27])[C:24]#[N:25])[CH2:5][CH2:4]1.Br[CH2:29][CH:30]1[CH2:32][CH2:31]1.C(=O)([O-])[O-].[K+].[K+].Cl, predict the reaction product.